This data is from Full USPTO retrosynthesis dataset with 1.9M reactions from patents (1976-2016). The task is: Predict the reactants needed to synthesize the given product. (1) Given the product [CH3:16][C:15]12[C:2]3([CH3:1])[N:3]([CH2:14][CH2:13][N:12]3[CH2:11][CH2:10][NH:9]1)[CH2:4][CH2:5][NH:6]2, predict the reactants needed to synthesize it. The reactants are: [CH3:1][C:2]12[C:15]3([CH3:16])[N:6]4C(CO)C[N:9]3[CH2:10][CH2:11][N:12]1[CH2:13][CH2:14][N:3]2[CH2:4][CH2:5]4.Cl. (2) Given the product [OH:8][C:9]1[CH:10]=[C:11]([CH:12]=[CH:13][CH:14]=1)[CH2:15][C:16]1[C:21](=[O:22])[CH:20]=[CH:19][N:18]([C:23]2[CH:28]=[CH:27][CH:26]=[CH:25][CH:24]=2)[N:17]=1, predict the reactants needed to synthesize it. The reactants are: C([O:8][C:9]1[CH:10]=[C:11]([CH:15](O)[C:16]2[C:21](=[O:22])[CH:20]=[CH:19][N:18]([C:23]3[CH:28]=[CH:27][C:26](Cl)=[CH:25][CH:24]=3)[N:17]=2)[CH:12]=[CH:13][CH:14]=1)C1C=CC=CC=1. (3) Given the product [NH2:18][C@H:19]([C:25]([OH:27])=[O:26])[CH2:20][CH2:21][CH2:22][CH2:23][NH:24][C:9]([O:11][C:12]([CH3:13])([CH3:14])[CH3:15])=[O:10], predict the reactants needed to synthesize it. The reactants are: [C:9](O[C:9]([O:11][C:12]([CH3:15])([CH3:14])[CH3:13])=[O:10])([O:11][C:12]([CH3:15])([CH3:14])[CH3:13])=[O:10].[OH-].[Na+].[NH2:18][C@H:19]([C:25]([OH:27])=[O:26])[CH2:20][CH2:21][CH2:22][CH2:23][NH2:24].N1C2C=CC=CC=2N=N1. (4) Given the product [CH:12]1[C:13]2[C:14](=[CH:16][CH2:17][CH2:18][NH:19][S:34]([C:31]3[CH:32]=[CH:33][C:28]([Cl:27])=[CH:29][CH:30]=3)(=[O:36])=[O:35])[C:15]3[C:6](=[CH:5][CH:4]=[CH:3][CH:2]=3)[S:7][C:8]=2[CH:9]=[CH:10][CH:11]=1, predict the reactants needed to synthesize it. The reactants are: Cl.[CH:2]1[C:15]2[C:14](=[CH:16][CH2:17][CH2:18][NH2:19])[C:13]3[C:8](=[CH:9][CH:10]=[CH:11][CH:12]=3)[S:7][C:6]=2[CH:5]=[CH:4][CH:3]=1.C(N(CC)CC)C.[Cl:27][C:28]1[CH:33]=[CH:32][C:31]([S:34](Cl)(=[O:36])=[O:35])=[CH:30][CH:29]=1. (5) Given the product [CH3:23][C:18]1[CH:17]=[C:16]([C:2]#[C:1][C:3]2[CH:8]=[CH:7][C:6]([CH2:9][CH2:10][C:11]([O:13][CH3:14])=[O:12])=[CH:5][CH:4]=2)[CH:21]=[C:20]([CH3:22])[CH:19]=1, predict the reactants needed to synthesize it. The reactants are: [C:1]([C:3]1[CH:8]=[CH:7][C:6]([CH2:9][CH2:10][C:11]([O:13][CH3:14])=[O:12])=[CH:5][CH:4]=1)#[CH:2].I[C:16]1[CH:21]=[C:20]([CH3:22])[CH:19]=[C:18]([CH3:23])[CH:17]=1. (6) The reactants are: O[C:2]1[C:11]2[C:6](=[N:7][CH:8]=[CH:9][CH:10]=2)[N:5]([C:12]2[CH:17]=[CH:16][CH:15]=[C:14]([O:18][C:19]([F:22])([F:21])[F:20])[CH:13]=2)[C:4](=[O:23])[C:3]=1[C:24](=O)[CH2:25][C:26]1[CH:31]=[CH:30][CH:29]=[CH:28][C:27]=1[N+:32]([O-:34])=[O:33].O.[NH2:37][NH2:38].C(=O)([O-])O.[Na+]. Given the product [N+:32]([C:27]1[CH:28]=[CH:29][CH:30]=[CH:31][C:26]=1[CH2:25][C:24]1[C:3]2[C:4](=[O:23])[N:5]([C:12]3[CH:17]=[CH:16][CH:15]=[C:14]([O:18][C:19]([F:21])([F:22])[F:20])[CH:13]=3)[C:6]3[N:7]=[CH:8][CH:9]=[CH:10][C:11]=3[C:2]=2[NH:38][N:37]=1)([O-:34])=[O:33], predict the reactants needed to synthesize it. (7) Given the product [CH2:17]([O:8][C:7]([C:5]1[S:6][C:2]([Br:1])=[CH:3][CH:4]=1)=[NH:9])[CH3:18], predict the reactants needed to synthesize it. The reactants are: [Br:1][C:2]1[S:6][C:5]([C:7]([NH2:9])=[O:8])=[CH:4][CH:3]=1.F[P-](F)(F)(F)(F)F.[CH2:17]([O+](CC)CC)[CH3:18].